Task: Predict the reaction yield, written as a fraction of the theoretical maximum amount of product (1.0 means a 100% yield; for example, 0.34 means a 34% yield).. Dataset: Reaction yield outcomes from USPTO patents with 853,638 reactions (1) The reactants are Cl[CH2:2][C:3](Cl)=[O:4].[N+:6]([C:9]1[CH:14]=[CH:13][C:12]([OH:15])=[C:11]([NH2:16])[CH:10]=1)([O-:8])=[O:7].C([O-])(O)=O.[Na+]. The catalyst is [Cl-].C([N+](C)(C)C)C1C=CC=CC=1.C(Cl)(Cl)Cl. The product is [N+:6]([C:9]1[CH:14]=[CH:13][C:12]2[O:15][CH2:2][C:3](=[O:4])[NH:16][C:11]=2[CH:10]=1)([O-:8])=[O:7]. The yield is 0.410. (2) The reactants are [Cl:1][C:2]1[N:3]=[C:4]([N:13]2[CH2:18][CH2:17][O:16][CH2:15][CH2:14]2)[C:5]2[N:10]=[C:9]([CH:11]=O)[S:8][C:6]=2[N:7]=1.[NH:19]1[CH2:22][CH:21]([N:23]2[CH2:28][CH2:27][O:26][CH2:25][CH2:24]2)[CH2:20]1.C(O[BH-](OC(=O)C)OC(=O)C)(=O)C.[Na+]. The catalyst is ClCCCl. The product is [Cl:1][C:2]1[N:3]=[C:4]([N:13]2[CH2:18][CH2:17][O:16][CH2:15][CH2:14]2)[C:5]2[N:10]=[C:9]([CH2:11][N:19]3[CH2:22][CH:21]([N:23]4[CH2:28][CH2:27][O:26][CH2:25][CH2:24]4)[CH2:20]3)[S:8][C:6]=2[N:7]=1. The yield is 0.610.